Dataset: NCI-60 drug combinations with 297,098 pairs across 59 cell lines. Task: Regression. Given two drug SMILES strings and cell line genomic features, predict the synergy score measuring deviation from expected non-interaction effect. (1) Synergy scores: CSS=12.8, Synergy_ZIP=-5.95, Synergy_Bliss=-13.4, Synergy_Loewe=-58.1, Synergy_HSA=-15.2. Drug 1: CC1C(C(CC(O1)OC2CC(CC3=C2C(=C4C(=C3O)C(=O)C5=C(C4=O)C(=CC=C5)OC)O)(C(=O)C)O)N)O.Cl. Cell line: HCT116. Drug 2: N.N.Cl[Pt+2]Cl. (2) Drug 1: C1=CC(=CC=C1CCC2=CNC3=C2C(=O)NC(=N3)N)C(=O)NC(CCC(=O)O)C(=O)O. Drug 2: CC1C(C(CC(O1)OC2CC(CC3=C2C(=C4C(=C3O)C(=O)C5=CC=CC=C5C4=O)O)(C(=O)C)O)N)O. Cell line: NCI-H322M. Synergy scores: CSS=46.2, Synergy_ZIP=-3.02, Synergy_Bliss=-1.68, Synergy_Loewe=-18.3, Synergy_HSA=1.50. (3) Synergy scores: CSS=-2.96, Synergy_ZIP=1.26, Synergy_Bliss=0.120, Synergy_Loewe=-10.6, Synergy_HSA=-5.93. Drug 2: CC1CCC2CC(C(=CC=CC=CC(CC(C(=O)C(C(C(=CC(C(=O)CC(OC(=O)C3CCCCN3C(=O)C(=O)C1(O2)O)C(C)CC4CCC(C(C4)OC)OCCO)C)C)O)OC)C)C)C)OC. Drug 1: CN1C(=O)N2C=NC(=C2N=N1)C(=O)N. Cell line: BT-549.